This data is from Peptide-MHC class I binding affinity with 185,985 pairs from IEDB/IMGT. The task is: Regression. Given a peptide amino acid sequence and an MHC pseudo amino acid sequence, predict their binding affinity value. This is MHC class I binding data. (1) The peptide sequence is VPYVLALV. The MHC is H-2-Db with pseudo-sequence H-2-Db. The binding affinity (normalized) is 0. (2) The binding affinity (normalized) is 0.0847. The MHC is HLA-A24:03 with pseudo-sequence HLA-A24:03. The peptide sequence is SPKIDRGWV. (3) The peptide sequence is FPRSAERAG. The MHC is HLA-B07:02 with pseudo-sequence HLA-B07:02. The binding affinity (normalized) is 0.510. (4) The peptide sequence is PSGDLRQRLL. The MHC is Mamu-A02 with pseudo-sequence Mamu-A02. The binding affinity (normalized) is 0. (5) The binding affinity (normalized) is 1.00. The MHC is HLA-A68:23 with pseudo-sequence YYAMYRNNVAQTDVDTLYIRYRDYTWAVWAYTWY. The peptide sequence is YVYFYDLSY. (6) The peptide sequence is RVACRDVEV. The MHC is HLA-B27:03 with pseudo-sequence HLA-B27:03. The binding affinity (normalized) is 0.0847. (7) The peptide sequence is AHGSTLAGV. The MHC is HLA-A02:01 with pseudo-sequence HLA-A02:01. The binding affinity (normalized) is 0. (8) The MHC is Mamu-B17 with pseudo-sequence Mamu-B17. The binding affinity (normalized) is 0.118. The peptide sequence is KYHPSQYLYF.